Predict the product of the given reaction. From a dataset of Forward reaction prediction with 1.9M reactions from USPTO patents (1976-2016). (1) The product is: [Cl:30][C:37]1[CH:32]=[CH:33][C:34]([N+:40]([O-:42])=[O:41])=[C:35]([N:38]=[N:39][C:12]2[CH:13]=[C:14]([C:16]([C:19]3[CH:20]=[CH:21][C:22]([O:25][CH3:26])=[CH:23][CH:24]=3)([CH3:18])[CH3:17])[CH:15]=[C:10]([C:7]([C:6]3[CH:5]=[CH:4][C:3]([O:2][CH3:1])=[CH:29][CH:28]=3)([CH3:8])[CH3:9])[C:11]=2[OH:27])[CH:36]=1. Given the reactants [CH3:1][O:2][C:3]1[CH:29]=[CH:28][C:6]([C:7]([C:10]2[CH:15]=[C:14]([C:16]([C:19]3[CH:24]=[CH:23][C:22]([O:25][CH3:26])=[CH:21][CH:20]=3)([CH3:18])[CH3:17])[CH:13]=[CH:12][C:11]=2[OH:27])([CH3:9])[CH3:8])=[CH:5][CH:4]=1.[Cl-:30].Cl[C:32]1[CH:37]=[CH:36][C:35]([N+:38]#[N:39])=[C:34]([N+:40]([O-:42])=[O:41])[CH:33]=1, predict the reaction product. (2) The product is: [C:30]([O:29][C:27]([N:24]1[CH2:25][CH2:26][CH:21]([CH2:20][NH:19][C:2]2[N:7]=[C:6]3[NH:8][N:9]=[C:10]([C:11]4[CH:16]=[CH:15][N:14]=[C:13]([S:17][CH3:18])[N:12]=4)[C:5]3=[CH:4][N:3]=2)[CH2:22][CH2:23]1)=[O:28])([CH3:33])([CH3:32])[CH3:31]. Given the reactants Cl[C:2]1[N:7]=[C:6]2[NH:8][N:9]=[C:10]([C:11]3[CH:16]=[CH:15][N:14]=[C:13]([S:17][CH3:18])[N:12]=3)[C:5]2=[CH:4][N:3]=1.[NH2:19][CH2:20][CH:21]1[CH2:26][CH2:25][N:24]([C:27]([O:29][C:30]([CH3:33])([CH3:32])[CH3:31])=[O:28])[CH2:23][CH2:22]1.C(N(CC)CC)C, predict the reaction product.